This data is from Forward reaction prediction with 1.9M reactions from USPTO patents (1976-2016). The task is: Predict the product of the given reaction. Given the reactants Cl[C:2]1[C:11]2[C:6](=[CH:7][CH:8]=[CH:9][CH:10]=2)[N:5]=[C:4]([CH3:12])[CH:3]=1.[CH3:13][O:14][C:15](=[O:30])[CH2:16][CH:17]1[NH:22][CH2:21][CH2:20][N:19]([C:23]([O:25][C:26]([CH3:29])([CH3:28])[CH3:27])=[O:24])[CH2:18]1.C(=O)([O-])[O-].[Cs+].[Cs+].CC1(C)C2C=CC=C(P(C3C=CC=CC=3)C3C=CC=CC=3)C=2OC2C1=CC=CC=2P(C1C=CC=CC=1)C1C=CC=CC=1, predict the reaction product. The product is: [CH3:13][O:14][C:15](=[O:30])[CH2:16][CH:17]1[N:22]([C:2]2[C:11]3[C:6](=[CH:7][CH:8]=[CH:9][CH:10]=3)[N:5]=[C:4]([CH3:12])[CH:3]=2)[CH2:21][CH2:20][N:19]([C:23]([O:25][C:26]([CH3:28])([CH3:27])[CH3:29])=[O:24])[CH2:18]1.